The task is: Predict the reactants needed to synthesize the given product.. This data is from Full USPTO retrosynthesis dataset with 1.9M reactions from patents (1976-2016). (1) Given the product [C:32]([C:30]1[CH:29]=[CH:28][C:21]2[N:22]([CH2:23][CH2:24][CH:25]([CH3:26])[CH3:27])[C:18]([CH2:17][N:10]3[C:11]4[CH:16]=[CH:15][CH:14]=[CH:13][C:12]=4[N:8]([CH2:7][C:6]([OH:36])=[O:5])[C:9]3=[O:35])=[N:19][C:20]=2[CH:31]=1)(=[NH:33])[NH2:34], predict the reactants needed to synthesize it. The reactants are: C([O:5][C:6](=[O:36])[CH2:7][N:8]1[C:12]2[CH:13]=[CH:14][CH:15]=[CH:16][C:11]=2[N:10]([CH2:17][C:18]2[N:22]([CH2:23][CH2:24][CH:25]([CH3:27])[CH3:26])[C:21]3[CH:28]=[CH:29][C:30]([C:32](=[NH:34])[NH2:33])=[CH:31][C:20]=3[N:19]=2)[C:9]1=[O:35])(C)(C)C.C(O)(C(F)(F)F)=O. (2) Given the product [OH:15][CH:5]1[C:6]([CH3:14])([CH3:13])[C:7](=[O:12])[NH:8][C:9]2[N:10]=[CH:11][C:2](/[CH:18]=[CH:17]/[C:16]([O:20][C:21]([CH3:24])([CH3:23])[CH3:22])=[O:19])=[CH:3][C:4]1=2, predict the reactants needed to synthesize it. The reactants are: Br[C:2]1[CH:3]=[C:4]2[C:9](=[N:10][CH:11]=1)[NH:8][C:7](=[O:12])[C:6]([CH3:14])([CH3:13])[CH:5]2[OH:15].[C:16]([O:20][C:21]([CH3:24])([CH3:23])[CH3:22])(=[O:19])[CH:17]=[CH2:18].C(N(C(C)C)C(C)C)C.CC1C=CC=CC=1P(C1C=CC=CC=1C)C1C=CC=CC=1C.